This data is from Forward reaction prediction with 1.9M reactions from USPTO patents (1976-2016). The task is: Predict the product of the given reaction. (1) Given the reactants [CH:1]1([N:7]2[CH2:12][CH2:11][N:10]([C:13]3[CH:18]=[CH:17][C:16]([C:19]4[CH:24]=[CH:23][C:22]([C:25]5[CH:30]=[CH:29][C:28]([C:31]([O:33]CC)=[O:32])=[CH:27][CH:26]=5)=[CH:21][CH:20]=4)=[CH:15][CH:14]=3)[CH2:9][CH2:8]2)[CH2:6][CH2:5][CH2:4][CH2:3][CH2:2]1.[OH-].[Na+].C(O)C.Cl, predict the reaction product. The product is: [CH:1]1([N:7]2[CH2:12][CH2:11][N:10]([C:13]3[CH:14]=[CH:15][C:16]([C:19]4[CH:24]=[CH:23][C:22]([C:25]5[CH:26]=[CH:27][C:28]([C:31]([OH:33])=[O:32])=[CH:29][CH:30]=5)=[CH:21][CH:20]=4)=[CH:17][CH:18]=3)[CH2:9][CH2:8]2)[CH2:2][CH2:3][CH2:4][CH2:5][CH2:6]1. (2) Given the reactants OC1C=CC([C@@H](O)CNCC2(O)CCN(CCOCCC3C=CC=CC=3)CC2)=C2C=1NC(=O)C=C2.[NH2:36][CH2:37][C@@H:38]([C:47]1[CH:56]=[CH:55][C:54]([OH:57])=[C:53]2[C:48]=1[CH:49]=[CH:50][C:51](=[O:58])[NH:52]2)[O:39][Si:40]([C:43]([CH3:46])([CH3:45])[CH3:44])([CH3:42])[CH3:41].[Cl:59][C:60]1[CH:61]=[C:62]([CH2:66][CH2:67][O:68][CH2:69][CH2:70][N:71]2[CH2:78][CH2:77][C:74]3([O:76][CH2:75]3)[CH2:73][CH2:72]2)[CH:63]=[CH:64][CH:65]=1, predict the reaction product. The product is: [Si:40]([O:39][C@H:38]([C:47]1[CH:56]=[CH:55][C:54]([OH:57])=[C:53]2[C:48]=1[CH:49]=[CH:50][C:51](=[O:58])[NH:52]2)[CH2:37][NH:36][CH2:75][C:74]1([OH:76])[CH2:77][CH2:78][N:71]([CH2:70][CH2:69][O:68][CH2:67][CH2:66][C:62]2[CH:63]=[CH:64][CH:65]=[C:60]([Cl:59])[CH:61]=2)[CH2:72][CH2:73]1)([C:43]([CH3:46])([CH3:45])[CH3:44])([CH3:42])[CH3:41]. (3) The product is: [CH3:1][O:2][C:3]1[CH:4]=[C:5]([O:15][C:16]2[CH:17]=[N:18][C:19]([S:22]([CH3:25])(=[O:24])=[O:23])=[CH:20][CH:21]=2)[CH:6]=[C:7]2[C:11]=1[NH:10][C:9]([C:12]1[S:14][CH:28]([CH2:27][C:26]([O:31][CH2:32][CH3:33])=[O:30])[CH2:29][N:13]=1)=[CH:8]2. Given the reactants [CH3:1][O:2][C:3]1[CH:4]=[C:5]([O:15][C:16]2[CH:17]=[N:18][C:19]([S:22]([CH3:25])(=[O:24])=[O:23])=[CH:20][CH:21]=2)[CH:6]=[C:7]2[C:11]=1[NH:10][C:9]([C:12](=[S:14])[NH2:13])=[CH:8]2.[C:26]([O:31][CH2:32][CH3:33])(=[O:30])[C:27]#[C:28][CH3:29].C(P(CCCC)CCCC)CCC, predict the reaction product.